Dataset: Forward reaction prediction with 1.9M reactions from USPTO patents (1976-2016). Task: Predict the product of the given reaction. (1) Given the reactants [CH2:1]([Mg]Br)[CH3:2].[Cl:5][C:6]1[CH:11]=[C:10]([CH3:12])[C:9]([NH:13][C:14]2[N:18]([CH3:19])[C:17]3[C:20]([C:24]#N)=[CH:21][CH:22]=[CH:23][C:16]=3[N:15]=2)=[C:8]([O:26][CH3:27])[CH:7]=1.[O:28]1CCCC1, predict the reaction product. The product is: [Cl:5][C:6]1[CH:11]=[C:10]([CH3:12])[C:9]([NH:13][C:14]2[N:18]([CH3:19])[C:17]3[C:20]([C:24](=[O:28])[CH2:1][CH3:2])=[CH:21][CH:22]=[CH:23][C:16]=3[N:15]=2)=[C:8]([O:26][CH3:27])[CH:7]=1. (2) Given the reactants C1CN([P+](ON2N=[N:25][C:20]3[CH:21]=[CH:22][CH:23]=[CH:24][C:19]2=3)(N2CCCC2)N2CCCC2)CC1.F[P-](F)(F)(F)(F)F.[NH2:34][C:35]1[CH:36]=[CH:37][C:38]([F:60])=[C:39]([C@:41]23[CH2:49][C@@H:48]([O:50][CH3:51])[CH2:47][C@H:46]2[CH2:45][S:44][C:43]([NH:52][C:53](=[O:59])[O:54][C:55]([CH3:58])([CH3:57])[CH3:56])=[N:42]3)[CH:40]=1.C([N:64]([CH2:68]C)C(C)C)(C)C.C(=O)(O)[O-:71].[Na+], predict the reaction product. The product is: [C:68]([C:21]1[CH:22]=[CH:23][C:24]([C:19]([NH:34][C:35]2[CH:36]=[CH:37][C:38]([F:60])=[C:39]([C@:41]34[CH2:49][C@@H:48]([O:50][CH3:51])[CH2:47][C@H:46]3[CH2:45][S:44][C:43]([NH:52][C:53](=[O:59])[O:54][C:55]([CH3:56])([CH3:57])[CH3:58])=[N:42]4)[CH:40]=2)=[O:71])=[N:25][CH:20]=1)#[N:64].